This data is from Full USPTO retrosynthesis dataset with 1.9M reactions from patents (1976-2016). The task is: Predict the reactants needed to synthesize the given product. (1) Given the product [Cl:1][C:2]1[C:3]([F:42])=[C:4]([C@@H:8]2[C@:12]([C:15]3[CH:20]=[CH:19][C:18]([Cl:21])=[CH:17][C:16]=3[F:22])([C:13]#[N:14])[C@H:11]([CH2:23][C:24]([CH3:26])([CH3:27])[CH3:25])[NH:10][C@H:9]2[C:28]([NH:30][C:31]2[CH:39]=[CH:38][C:34]([C:35]([O:37][CH2:46][CH2:45][N:44]([CH3:48])[CH3:43])=[O:36])=[CH:33][C:32]=2[O:40][CH3:41])=[O:29])[CH:5]=[CH:6][CH:7]=1, predict the reactants needed to synthesize it. The reactants are: [Cl:1][C:2]1[C:3]([F:42])=[C:4]([C@@H:8]2[C@:12]([C:15]3[CH:20]=[CH:19][C:18]([Cl:21])=[CH:17][C:16]=3[F:22])([C:13]#[N:14])[C@H:11]([CH2:23][C:24]([CH3:27])([CH3:26])[CH3:25])[NH:10][C@H:9]2[C:28]([NH:30][C:31]2[CH:39]=[CH:38][C:34]([C:35]([OH:37])=[O:36])=[CH:33][C:32]=2[O:40][CH3:41])=[O:29])[CH:5]=[CH:6][CH:7]=1.[CH3:43][N:44]([CH3:48])[CH2:45][CH2:46]O.[H-].[Na+]. (2) Given the product [Cl:1][C:2]1[CH:10]=[C:9]2[C:5]([C:6]([C:11]([N:13]3[CH2:18][CH2:17][CH:16]([C:19]4[CH:24]=[CH:23][CH:22]=[CH:21][C:20]=4[O:25][CH3:26])[CH2:15][CH2:14]3)=[O:12])=[CH:7][N:8]2[CH2:28][CH2:29][N:30]([CH3:32])[CH3:31])=[CH:4][CH:3]=1, predict the reactants needed to synthesize it. The reactants are: [Cl:1][C:2]1[CH:10]=[C:9]2[C:5]([C:6]([C:11]([N:13]3[CH2:18][CH2:17][CH:16]([C:19]4[CH:24]=[CH:23][CH:22]=[CH:21][C:20]=4[O:25][CH3:26])[CH2:15][CH2:14]3)=[O:12])=[CH:7][NH:8]2)=[CH:4][CH:3]=1.Cl[CH2:28][CH2:29][N:30]([CH3:32])[CH3:31]. (3) Given the product [CH:37]([O:40][CH2:41][CH2:42][O:5][CH2:6][C:7]1[O:11][N:10]=[C:9]([C:12]2[CH:17]=[CH:16][C:15]([CH3:18])=[C:14]([NH:19][C:20]([C:22]3[N:26]4[CH:27]=[CH:28][CH:29]=[CH:30][C:25]4=[N:24][CH:23]=3)=[O:21])[CH:13]=2)[N:8]=1)([CH3:39])[CH3:38], predict the reactants needed to synthesize it. The reactants are: CS([O:5][CH2:6][C:7]1[O:11][N:10]=[C:9]([C:12]2[CH:17]=[CH:16][C:15]([CH3:18])=[C:14]([NH:19][C:20]([C:22]3[N:26]4[CH:27]=[CH:28][CH:29]=[CH:30][C:25]4=[N:24][CH:23]=3)=[O:21])[CH:13]=2)[N:8]=1)(=O)=O.C([O-])([O-])=O.[K+].[K+].[CH:37]([O:40][CH2:41][CH2:42]O)([CH3:39])[CH3:38].